Predict which catalyst facilitates the given reaction. From a dataset of Catalyst prediction with 721,799 reactions and 888 catalyst types from USPTO. (1) Reactant: [C:1]([O:5][C:6](=[O:29])[CH2:7][CH:8]([NH:15][S:16]([C:19]1[CH:24]=[CH:23][C:22]([C:25](=[O:27])[NH2:26])=[CH:21][C:20]=1[OH:28])(=[O:18])=[O:17])[C:9]([N:11]([O:13][CH3:14])[CH3:12])=[O:10])([CH3:4])([CH3:3])[CH3:2].C1(P(C2C=CC=CC=2)C2C=CC=CC=2)C=CC=CC=1.[N:49]1[C:58]2[C:53](=[C:54]([CH2:59][CH2:60]O)[CH:55]=[CH:56][CH:57]=2)[CH:52]=[CH:51][CH:50]=1.N(C(OCC)=O)=NC(OCC)=O. Product: [C:1]([O:5][C:6](=[O:29])[CH2:7][CH:8]([NH:15][S:16]([C:19]1[CH:24]=[CH:23][C:22]([C:25](=[O:27])[NH2:26])=[CH:21][C:20]=1[O:28][CH2:60][CH2:59][C:54]1[CH:55]=[CH:56][CH:57]=[C:58]2[C:53]=1[CH:52]=[CH:51][CH:50]=[N:49]2)(=[O:18])=[O:17])[C:9]([N:11]([O:13][CH3:14])[CH3:12])=[O:10])([CH3:4])([CH3:2])[CH3:3]. The catalyst class is: 2. (2) Reactant: [CH2:1]([O:3][C:4]1[CH:12]=[CH:11][CH:10]=[C:9]([NH:13][C:14]2[C:19]([CH3:20])=[CH:18][C:17]([CH3:21])=[CH:16][C:15]=2[CH3:22])[C:5]=1[C:6]([OH:8])=[O:7])[CH3:2].[Br:23]N1C(=O)CCC1=O. Product: [Br:23][C:12]1[C:4]([O:3][CH2:1][CH3:2])=[C:5]([C:9]([NH:13][C:14]2[C:19]([CH3:20])=[CH:18][C:17]([CH3:21])=[CH:16][C:15]=2[CH3:22])=[CH:10][CH:11]=1)[C:6]([OH:8])=[O:7]. The catalyst class is: 124. (3) Reactant: Cl.[N:2]1[CH:7]=[CH:6][C:5]([N:8]2[CH2:12][CH2:11][C:10]3([CH2:17][CH2:16][NH:15][CH2:14][CH2:13]3)[CH2:9]2)=[CH:4][CH:3]=1.CCN(C(C)C)C(C)C.[CH2:27]([O:29][C:30](=[O:52])[CH2:31][CH2:32][N:33]1[CH2:38][CH2:37][N:36]([C:39](OC2C=CC([N+]([O-])=O)=CC=2)=[O:40])[CH2:35][C:34]1=[O:51])[CH3:28]. Product: [O:51]=[C:34]1[CH2:35][N:36]([C:39]([N:15]2[CH2:16][CH2:17][C:10]3([CH2:9][N:8]([C:5]4[CH:4]=[CH:3][N:2]=[CH:7][CH:6]=4)[CH2:12][CH2:11]3)[CH2:13][CH2:14]2)=[O:40])[CH2:37][CH2:38][N:33]1[CH2:32][CH2:31][C:30]([O:29][CH2:27][CH3:28])=[O:52]. The catalyst class is: 3. (4) Reactant: Br[C:2]1[CH:7]=[CH:6][C:5]([O:8][C:9]2[CH:14]=[CH:13][CH:12]=[CH:11][CH:10]=2)=[C:4]([N+:15]([O-:17])=[O:16])[CH:3]=1.O(C1C=CC([B:33]2[O:37][C:36]([CH3:39])([CH3:38])[C:35]([CH3:41])([CH3:40])[O:34]2)=CC=1C#N)C1C=CC=CC=1.CO[C@@H]1[C@@H](C(OC)=O)[C@@H]2[C@@H](CN3[C@H](C2)C2NC4C=C(OC)C=CC=4C=2CC3)C[C@H]1OC(C1C=C(OC)C(OC)=C(OC)C=1)=O. Product: [C:9]1([O:8][C:5]2[CH:6]=[CH:7][C:2]([B:33]3[O:37][C:36]([CH3:39])([CH3:38])[C:35]([CH3:41])([CH3:40])[O:34]3)=[CH:3][C:4]=2[N+:15]([O-:17])=[O:16])[CH:14]=[CH:13][CH:12]=[CH:11][CH:10]=1. The catalyst class is: 10. (5) Reactant: [Br:1][C:2]1[CH:3]=[CH:4][C:5]([N:8]2[CH2:13][CH2:12][CH:11]([OH:14])[CH2:10][CH2:9]2)=[N:6][CH:7]=1.N1C=CN=C1.[Si:20](Cl)([C:23]([CH3:26])([CH3:25])[CH3:24])([CH3:22])[CH3:21]. Product: [Br:1][C:2]1[CH:3]=[CH:4][C:5]([N:8]2[CH2:13][CH2:12][CH:11]([O:14][Si:20]([C:23]([CH3:26])([CH3:25])[CH3:24])([CH3:22])[CH3:21])[CH2:10][CH2:9]2)=[N:6][CH:7]=1. The catalyst class is: 239. (6) Reactant: [CH3:1][O:2][C:3]1[C:8]([NH2:9])=[CH:7][C:6]([B:10]2[O:14][C:13]([CH3:16])([CH3:15])[C:12]([CH3:18])([CH3:17])[O:11]2)=[CH:5][N:4]=1.C(N(CC)CC)C.[C:26]([C:30]1[CH:38]=[CH:37][C:33]([C:34](Cl)=[O:35])=[CH:32][CH:31]=1)([CH3:29])([CH3:28])[CH3:27]. Product: [C:26]([C:30]1[CH:31]=[CH:32][C:33]([C:34]([NH:9][C:8]2[C:3]([O:2][CH3:1])=[N:4][CH:5]=[C:6]([B:10]3[O:14][C:13]([CH3:16])([CH3:15])[C:12]([CH3:18])([CH3:17])[O:11]3)[CH:7]=2)=[O:35])=[CH:37][CH:38]=1)([CH3:29])([CH3:27])[CH3:28]. The catalyst class is: 4. (7) Reactant: Cl[C:2]1[CH:7]=[C:6]([C:8]2[CH:13]=[CH:12][CH:11]=[C:10]([Cl:14])[C:9]=2[Cl:15])[N:5]=[C:4]([NH2:16])[N:3]=1.[O:17]1[C:22]2[CH:23]=[CH:24][CH:25]=[CH:26][C:21]=2[O:20][CH2:19][CH:18]1[CH2:27][NH2:28].C(N(CC)CC)C. Product: [Cl:15][C:9]1[C:10]([Cl:14])=[CH:11][CH:12]=[CH:13][C:8]=1[C:6]1[N:5]=[C:4]([NH2:16])[N:3]=[C:2]([NH:28][CH2:27][CH:18]2[O:17][C:22]3[CH:23]=[CH:24][CH:25]=[CH:26][C:21]=3[O:20][CH2:19]2)[CH:7]=1. The catalyst class is: 114. (8) Reactant: [Cl:1][C:2]1[CH:7]=[CH:6][C:5]([C:8]2[S:16][C:15]3[C:14](=[O:17])[N:13]([C:18]4[CH:23]=[CH:22][C:21]([OH:24])=[C:20]([O:25][CH3:26])[CH:19]=4)[CH:12]=[N:11][C:10]=3[CH:9]=2)=[CH:4][CH:3]=1.C1(C)C=CC(S(O[CH2:37][CH2:38][N:39]([CH3:47])[C:40]2[CH:45]=[CH:44][C:43]([Cl:46])=[CH:42][CH:41]=2)(=O)=O)=CC=1.C(=O)([O-])[O-].[Cs+].[Cs+].O.C(O)C. Product: [Cl:46][C:43]1[CH:44]=[CH:45][C:40]([N:39]([CH3:47])[CH2:38][CH2:37][O:24][C:21]2[CH:22]=[CH:23][C:18]([N:13]3[C:14](=[O:17])[C:15]4[S:16][C:8]([C:5]5[CH:4]=[CH:3][C:2]([Cl:1])=[CH:7][CH:6]=5)=[CH:9][C:10]=4[N:11]=[CH:12]3)=[CH:19][C:20]=2[O:25][CH3:26])=[CH:41][CH:42]=1. The catalyst class is: 3. (9) Reactant: [F:1][C:2]1[CH:16]=[C:15]([N+:17]([O-])=O)[CH:14]=[CH:13][C:3]=1[O:4][C:5]1[C:6]([CH3:12])=[N:7][C:8]([CH3:11])=[CH:9][CH:10]=1. Product: [CH3:12][C:6]1[C:5]([O:4][C:3]2[CH:13]=[CH:14][C:15]([NH2:17])=[CH:16][C:2]=2[F:1])=[CH:10][CH:9]=[C:8]([CH3:11])[N:7]=1. The catalyst class is: 29. (10) Reactant: [CH3:1][O:2][C:3]1[CH:8]=[CH:7][C:6]([CH:9]([C:37]2[CH:42]=[CH:41][C:40]([O:43][CH3:44])=[CH:39][CH:38]=2)[N:10]2[C:14]3[C:15]4[C:20]([CH2:21][C:13]=3[C:12]([C:30]3[S:34][C:33]([CH:35]=[O:36])=[CH:32][CH:31]=3)=[N:11]2)=[CH:19][C:18]([CH2:22][N:23]2[CH2:28][CH2:27][N:26]([CH3:29])[CH2:25][CH2:24]2)=[CH:17][CH:16]=4)=[CH:5][CH:4]=1.[BH4-].[Na+]. Product: [CH3:44][O:43][C:40]1[CH:41]=[CH:42][C:37]([CH:9]([C:6]2[CH:7]=[CH:8][C:3]([O:2][CH3:1])=[CH:4][CH:5]=2)[N:10]2[C:14]3[C:15]4[C:20]([CH2:21][C:13]=3[C:12]([C:30]3[S:34][C:33]([CH2:35][OH:36])=[CH:32][CH:31]=3)=[N:11]2)=[CH:19][C:18]([CH2:22][N:23]2[CH2:28][CH2:27][N:26]([CH3:29])[CH2:25][CH2:24]2)=[CH:17][CH:16]=4)=[CH:38][CH:39]=1. The catalyst class is: 111.